Dataset: Reaction yield outcomes from USPTO patents with 853,638 reactions. Task: Predict the reaction yield, written as a fraction of the theoretical maximum amount of product (1.0 means a 100% yield; for example, 0.34 means a 34% yield). (1) The reactants are [CH3:1][C:2]1[NH:3][C:4]([NH2:7])=[N:5][N:6]=1.[C:8]1(=O)[CH2:11][CH2:10][CH2:9]1.C([BH3-])#N.[Na+].O. The product is [CH:8]1([NH:7][C:4]2[NH:3][C:2]([CH3:1])=[N:6][N:5]=2)[CH2:11][CH2:10][CH2:9]1. The catalyst is C(O)(=O)C. The yield is 0.610. (2) The reactants are [F:1][C:2]1[CH:7]=[CH:6][C:5]([C@H:8]([CH2:12][CH:13]=[CH2:14])[CH2:9][NH:10][CH3:11])=[CH:4][CH:3]=1.[Br:15][C:16]1[CH:17]=[C:18]([CH:22]=[C:23]([C:25]([F:28])([F:27])[F:26])[CH:24]=1)[C:19]([OH:21])=O.CN(C(ON1N=NC2C=CC=CC1=2)=[N+](C)C)C.[B-](F)(F)(F)F.CCN(C(C)C)C(C)C. The catalyst is CN(C=O)C. The product is [Br:15][C:16]1[CH:17]=[C:18]([CH:22]=[C:23]([C:25]([F:28])([F:27])[F:26])[CH:24]=1)[C:19]([N:10]([CH2:9][C@H:8]([C:5]1[CH:4]=[CH:3][C:2]([F:1])=[CH:7][CH:6]=1)[CH2:12][CH:13]=[CH2:14])[CH3:11])=[O:21]. The yield is 0.680. (3) The reactants are [CH3:1][O:2][C:3]1([CH2:18][NH:19]C(=O)OC(C)(C)C)[CH2:8][CH2:7][N:6]([C:9]2[N:13]([CH3:14])[N:12]=[CH:11][C:10]=2[N+:15]([O-])=O)[CH2:5][CH2:4]1.C(OC([NH:34][C:35]1[S:39][C:38]([C:40]2[C:45]([F:46])=[CH:44][CH:43]=[CH:42][C:41]=2[F:47])=[N:37][C:36]=1[C:48](O)=[O:49])=O)(C)(C)C. No catalyst specified. The product is [NH2:34][C:35]1[S:39][C:38]([C:40]2[C:45]([F:46])=[CH:44][CH:43]=[CH:42][C:41]=2[F:47])=[N:37][C:36]=1[C:48]([NH:15][C:10]1[CH:11]=[N:12][N:13]([CH3:14])[C:9]=1[N:6]1[CH2:5][CH2:4][C:3]([CH2:18][NH2:19])([O:2][CH3:1])[CH2:8][CH2:7]1)=[O:49]. The yield is 0.0700. (4) The reactants are [N:1]1[CH:6]=[CH:5][N:4]=[CH:3][C:2]=1[C:7](=O)[CH3:8].C([O-])(=O)C.[NH4+:14]. The catalyst is CO.C([BH3-])#N.[Na+]. The product is [N:1]1[CH:6]=[CH:5][N:4]=[CH:3][C:2]=1[CH:7]([NH2:14])[CH3:8]. The yield is 0.750.